This data is from Forward reaction prediction with 1.9M reactions from USPTO patents (1976-2016). The task is: Predict the product of the given reaction. The product is: [Br:11][C:12]1[CH:13]=[C:14]([C:22]([C:24]2[CH:29]=[CH:28][C:27]([OH:30])=[CH:26][CH:25]=2)=[C:1]([C:5]2[CH:10]=[CH:9][CH:8]=[CH:7][CH:6]=2)[CH2:2][CH3:3])[CH:15]=[CH:16][C:17]=1[O:18][CH2:19][CH2:20][Br:21]. Given the reactants [C:1]([C:5]1[CH:10]=[CH:9][CH:8]=[CH:7][CH:6]=1)(=O)[CH2:2][CH3:3].[Br:11][C:12]1[CH:13]=[C:14]([C:22]([C:24]2[CH:29]=[CH:28][C:27]([OH:30])=[CH:26][CH:25]=2)=O)[CH:15]=[CH:16][C:17]=1[O:18][CH2:19][CH2:20][Br:21], predict the reaction product.